From a dataset of Full USPTO retrosynthesis dataset with 1.9M reactions from patents (1976-2016). Predict the reactants needed to synthesize the given product. (1) Given the product [Cl:58][C:59]1[CH:66]=[C:65]([NH:67][CH:68]2[CH2:73][CH2:72][N:71]([C:19](=[O:20])[CH2:18][CH2:17][CH2:16][N:13]3[CH2:12][CH2:11][N:10]([C:7]4[CH:8]=[CH:9][C:4]([C:3]([F:22])([F:2])[F:23])=[CH:5][CH:6]=4)[CH2:15][CH2:14]3)[CH2:70][CH2:69]2)[CH:64]=[CH:63][C:60]=1[C:61]#[N:62], predict the reactants needed to synthesize it. The reactants are: [Li+].[F:2][C:3]([F:23])([F:22])[C:4]1[CH:9]=[CH:8][C:7]([N:10]2[CH2:15][CH2:14][N:13]([CH2:16][CH2:17][CH2:18][C:19]([O-])=[O:20])[CH2:12][CH2:11]2)=[CH:6][CH:5]=1.C(N(C(C)C)CC)(C)C.F[P-](F)(F)(F)(F)F.CN(C)C(ON1C2C=CC=CC=2N=N1)=[N+](C)C.Cl.[Cl:58][C:59]1[CH:66]=[C:65]([NH:67][CH:68]2[CH2:73][CH2:72][NH:71][CH2:70][CH2:69]2)[CH:64]=[CH:63][C:60]=1[C:61]#[N:62]. (2) Given the product [F:15][C:16]1[CH:21]=[C:20]([F:22])[CH:19]=[CH:18][C:17]=1[CH:23]([F:44])[CH:24]1[CH2:29][CH2:28][N:27]([C:30]2[N:31]=[C:32]3[CH2:43][CH2:42][N:41]([C:5](=[O:7])[CH3:6])[CH2:40][C:33]3=[N:34][C:35]=2[NH:36][CH:37]([CH3:39])[CH3:38])[CH2:26][CH2:25]1.[C:9]([OH:10])([C:11]([F:14])([F:13])[F:12])=[O:8], predict the reactants needed to synthesize it. The reactants are: C(O[C:5](=[O:7])[CH3:6])(=O)C.[OH:8][C:9]([C:11]([F:14])([F:13])[F:12])=[O:10].[F:15][C:16]1[CH:21]=[C:20]([F:22])[CH:19]=[CH:18][C:17]=1[CH:23]([F:44])[CH:24]1[CH2:29][CH2:28][N:27]([C:30]2[N:31]=[C:32]3[CH2:43][CH2:42][NH:41][CH2:40][C:33]3=[N:34][C:35]=2[NH:36][CH:37]([CH3:39])[CH3:38])[CH2:26][CH2:25]1.N1C=CC=CC=1. (3) Given the product [C:9]([O:8][C:7]([NH:6][C@@H:3]([CH2:4][CH3:5])[CH2:2][O:1][CH2:17][C:18]([O:20][C:21]([CH3:24])([CH3:23])[CH3:22])=[O:19])=[O:13])([CH3:12])([CH3:11])[CH3:10], predict the reactants needed to synthesize it. The reactants are: [OH:1][CH2:2][C@@H:3]([NH:6][C:7](=[O:13])[O:8][C:9]([CH3:12])([CH3:11])[CH3:10])[CH2:4][CH3:5].[H-].[Na+].Br[CH2:17][C:18]([O:20][C:21]([CH3:24])([CH3:23])[CH3:22])=[O:19]. (4) Given the product [N:1]([CH2:4][C@H:5]1[CH2:10][NH:9][C:8]2[CH:11]=[CH:12][CH:13]=[C:14]([C:21]3[CH:22]=[CH:23][C:18]([O:17][CH3:16])=[CH:19][CH:20]=3)[C:7]=2[O:6]1)=[N+:2]=[N-:3], predict the reactants needed to synthesize it. The reactants are: [N:1]([CH2:4][C@@H:5]1[CH2:10][NH:9][C:8]2[CH:11]=[CH:12][CH:13]=[C:14](Br)[C:7]=2[O:6]1)=[N+:2]=[N-:3].[CH3:16][O:17][C:18]1[CH:23]=[CH:22][C:21](B(O)O)=[CH:20][CH:19]=1. (5) Given the product [Cl:31][C:28]1[CH:27]=[CH:26][C:25]([C:22]2[S:23][CH:24]=[C:20]([CH2:19][S:18][C:4]3[N:3]=[C:2]([N:33]([CH3:34])[CH2:35][C:36]([O:38][CH3:39])=[O:37])[C:7]([C:8]#[N:9])=[C:6]([N:10]4[CH2:15][CH2:14][CH2:13][CH2:12][CH2:11]4)[C:5]=3[C:16]#[N:17])[N:21]=2)=[CH:30][CH:29]=1, predict the reactants needed to synthesize it. The reactants are: Cl[C:2]1[C:7]([C:8]#[N:9])=[C:6]([N:10]2[CH2:15][CH2:14][CH2:13][CH2:12][CH2:11]2)[C:5]([C:16]#[N:17])=[C:4]([S:18][CH2:19][C:20]2[N:21]=[C:22]([C:25]3[CH:30]=[CH:29][C:28]([Cl:31])=[CH:27][CH:26]=3)[S:23][CH:24]=2)[N:3]=1.Cl.[NH:33]([CH2:35][C:36]([O:38][CH3:39])=[O:37])[CH3:34].C(N(CC)CC)C.O. (6) Given the product [CH2:1]([O:5][CH2:6][CH2:7][O:8][C:9]1[CH:10]=[CH:11][C:12]([C:15]2[CH:16]=[CH:17][C:18]3[N:24]([CH2:25][CH:26]([CH3:27])[CH3:28])[CH2:23][CH2:22][C:21]([C:29]([NH:31][C:32]4[CH:33]=[CH:34][C:35]([S:38]([CH2:39][C:40]5[CH:45]=[CH:44][CH:43]=[C:42]([CH3:46])[N:41]=5)=[O:56])=[CH:36][CH:37]=4)=[O:30])=[CH:20][C:19]=3[CH:47]=2)=[CH:13][CH:14]=1)[CH2:2][CH2:3][CH3:4], predict the reactants needed to synthesize it. The reactants are: [CH2:1]([O:5][CH2:6][CH2:7][O:8][C:9]1[CH:14]=[CH:13][C:12]([C:15]2[CH:16]=[CH:17][C:18]3[N:24]([CH2:25][CH:26]([CH3:28])[CH3:27])[CH2:23][CH2:22][C:21]([C:29]([NH:31][C:32]4[CH:37]=[CH:36][C:35]([S:38][CH2:39][C:40]5[CH:45]=[CH:44][CH:43]=[C:42]([CH3:46])[N:41]=5)=[CH:34][CH:33]=4)=[O:30])=[CH:20][C:19]=3[CH:47]=2)=[CH:11][CH:10]=1)[CH2:2][CH2:3][CH3:4].ClC1C=CC=C(C(OO)=[O:56])C=1.S([O-])([O-])(=O)=S.[Na+].[Na+].